This data is from Forward reaction prediction with 1.9M reactions from USPTO patents (1976-2016). The task is: Predict the product of the given reaction. (1) Given the reactants [N:1]1([C:15](=[O:18])[CH2:16][CH3:17])[C@H:10]2[C@@H:5]([CH2:6][C:7]3[CH:14]=[CH:13][CH:12]=[CH:11][C:8]=3[CH2:9]2)[CH2:4][CH2:3][CH2:2]1.[N+:19]([O-])([OH:21])=[O:20].O.S(=O)(=O)(O)O, predict the reaction product. The product is: [N+:19]([C:13]1[CH:12]=[CH:11][C:8]2[CH2:9][C@@H:10]3[C@H:5]([CH2:4][CH2:3][CH2:2][N:1]3[C:15](=[O:18])[CH2:16][CH3:17])[CH2:6][C:7]=2[CH:14]=1)([O-:21])=[O:20]. (2) Given the reactants [F:1][C:2]1[CH:35]=[CH:34][C:5]([CH2:6][C:7]2[CH:16]=[C:15]3[C:10]([C:11]([OH:33])=[C:12]([C:26]([NH:28][CH2:29][CH2:30][O:31][CH3:32])=[O:27])[C:13](=[O:25])[N:14]3[CH2:17][CH2:18][N:19]3[CH2:23][CH2:22][CH2:21][C:20]3=[O:24])=[N:9][CH:8]=2)=[CH:4][CH:3]=1.[OH-].[Na+:37], predict the reaction product. The product is: [F:1][C:2]1[CH:35]=[CH:34][C:5]([CH2:6][C:7]2[CH:16]=[C:15]3[C:10]([C:11]([O-:33])=[C:12]([C:26]([NH:28][CH2:29][CH2:30][O:31][CH3:32])=[O:27])[C:13](=[O:25])[N:14]3[CH2:17][CH2:18][N:19]3[CH2:23][CH2:22][CH2:21][C:20]3=[O:24])=[N:9][CH:8]=2)=[CH:4][CH:3]=1.[Na+:37].